Predict the reactants needed to synthesize the given product. From a dataset of Full USPTO retrosynthesis dataset with 1.9M reactions from patents (1976-2016). (1) Given the product [CH2:25]([O:24][C:18]1[CH:17]=[C:16]([Cl:15])[CH:21]=[CH:20][C:19]=1[CH2:22][O:1][C:2]1[N:6]([C:7]2[CH:12]=[C:11]([C:13]#[N:14])[CH:10]=[CH:9][N:8]=2)[N:5]=[CH:4][CH:3]=1)[CH2:26][CH2:27][CH3:28], predict the reactants needed to synthesize it. The reactants are: [OH:1][C:2]1[N:6]([C:7]2[CH:12]=[C:11]([C:13]#[N:14])[CH:10]=[CH:9][N:8]=2)[N:5]=[CH:4][CH:3]=1.[Cl:15][C:16]1[CH:21]=[CH:20][C:19]([CH2:22]O)=[C:18]([O:24][CH2:25][CH2:26][CH2:27][CH3:28])[CH:17]=1. (2) The reactants are: [Cl:1][C:2]1[CH:15]=[CH:14][C:5]([C:6]([CH2:8][C:9](OCC)=[O:10])=[O:7])=[CH:4][CH:3]=1.C[NH:17][C:18](=[NH:20])S.OS(O)(=O)=O. Given the product [NH2:20][C:18]1[O:7][C:6]([C:5]2[CH:14]=[CH:15][C:2]([Cl:1])=[CH:3][CH:4]=2)=[CH:8][C:9](=[O:10])[N:17]=1, predict the reactants needed to synthesize it. (3) Given the product [CH2:10]([NH:11][C:25]1[CH:24]=[CH:19][C:17]([C:8]2[N:13]3[N:14]=[CH:15][C:16]([C:17]([C:19]4[S:20][CH:21]=[CH:22][CH:23]=4)=[O:18])=[C:12]3[N:11]=[CH:10][CH:9]=2)=[CH:16][CH:12]=1)[CH3:9], predict the reactants needed to synthesize it. The reactants are: NC1C=C([C:8]2[N:13]3[N:14]=[CH:15][C:16]([C:17]([C:19]4[S:20][CH:21]=[CH:22][CH:23]=4)=[O:18])=[C:12]3[N:11]=[CH:10][CH:9]=2)C=CC=1.[CH:24](=O)[CH3:25]. (4) The reactants are: [H-].[Na+].[Cl:3][C:4]1[CH:5]=[C:6]([CH2:11]C#N)[CH:7]=[CH:8][C:9]=1[F:10].CO[C:16]([C:18]1[CH:23]=[CH:22][CH:21]=[C:20]([CH3:24])[N:19]=1)=[O:17].Cl. Given the product [Cl:3][C:4]1[CH:5]=[C:6]([CH2:11][C:16]([C:18]2[CH:23]=[CH:22][CH:21]=[C:20]([CH3:24])[N:19]=2)=[O:17])[CH:7]=[CH:8][C:9]=1[F:10], predict the reactants needed to synthesize it. (5) Given the product [CH:62]1([NH:61][C:59](=[O:60])[CH2:58][CH2:57][S:56][C:46]2[C:47](=[O:54])[C:48]3[C:53]([C:44](=[N:43][S:40]([C:36]4[S:37][CH:38]=[CH:34][CH:35]=4)(=[O:42])=[O:41])[CH:45]=2)=[CH:52][CH:51]=[CH:50][CH:49]=3)[CH2:64][CH2:63]1, predict the reactants needed to synthesize it. The reactants are: ClC1C(=O)C2C(=CC=CC=2)C(=O)C=1NC1C=CC(S(NC2C=CC=CC=2OC)(=O)=O)=CC=1.Cl[C:34]1[CH:35]=[C:36]([S:40]([N:43]=[C:44]2[C:53]3[C:48](=[CH:49][CH:50]=[CH:51][CH:52]=3)[C:47](=[O:54])[C:46](Cl)=[CH:45]2)(=[O:42])=[O:41])[S:37][C:38]=1Cl.[SH:56][CH2:57][CH2:58][C:59]([NH:61][CH:62]1[CH2:64][CH2:63]1)=[O:60]. (6) Given the product [CH3:1][S:2][C:3]1[C:4]2[C:5]([C:12]3[CH:13]=[CH:14][C:15]([Cl:18])=[CH:16][CH:17]=3)=[C:6]([Br:26])[NH:7][C:8]=2[CH:9]=[CH:10][CH:11]=1, predict the reactants needed to synthesize it. The reactants are: [CH3:1][S:2][C:3]1[C:4]2[C:5]([C:12]3[CH:17]=[CH:16][C:15]([Cl:18])=[CH:14][CH:13]=3)=[CH:6][NH:7][C:8]=2[CH:9]=[CH:10][CH:11]=1.C1C(=O)N([Br:26])C(=O)C1. (7) Given the product [O:1]1[C:6]2[CH:7]=[CH:8][C:9]([S:11][C:12]3[CH:17]=[CH:16][C:15]([C:18]4[CH:19]=[CH:20][N:21]=[C:22]([N:40]5[CH2:41][CH2:42][N:37]([CH2:36][CH2:35][OH:34])[CH2:38][CH2:39]5)[CH:23]=4)=[CH:14][C:13]=3[C:24]([F:25])([F:26])[F:27])=[CH:10][C:5]=2[O:4][CH2:3][CH2:2]1, predict the reactants needed to synthesize it. The reactants are: [O:1]1[C:6]2[CH:7]=[CH:8][C:9]([S:11][C:12]3[CH:17]=[CH:16][C:15]([C:18]4[CH:23]=[CH:22][N:21]=[CH:20][CH:19]=4)=[CH:14][C:13]=3[C:24]([F:27])([F:26])[F:25])=[CH:10][C:5]=2[O:4][CH2:3][CH2:2]1.OC1CCNC1.[OH:34][CH2:35][CH2:36][N:37]1[CH2:42][CH2:41][NH:40][CH2:39][CH2:38]1. (8) Given the product [CH2:1]([N:8]1[C:13](=[O:14])[CH2:12][CH2:11][C:10]([CH2:15][C:16]2[C:24]3[C:19](=[CH:20][CH:21]=[C:22]([F:25])[CH:23]=3)[N:18]([CH2:26][C:27]([OH:29])=[O:28])[C:17]=2[CH3:31])=[N:9]1)[C:2]1[CH:7]=[CH:6][CH:5]=[CH:4][CH:3]=1, predict the reactants needed to synthesize it. The reactants are: [CH2:1]([N:8]1[C:13](=[O:14])[CH2:12][CH2:11][C:10]([CH2:15][C:16]2[C:24]3[C:19](=[CH:20][CH:21]=[C:22]([F:25])[CH:23]=3)[N:18]([CH2:26][C:27]([O:29]C)=[O:28])[C:17]=2[CH3:31])=[N:9]1)[C:2]1[CH:7]=[CH:6][CH:5]=[CH:4][CH:3]=1.O.[OH-].[Li+]. (9) Given the product [Cl:1][C:2]1[C:3]2[C:7]([CH:8]=[C:9]([C:11]([NH:13][CH2:14][C:15]3[CH:20]=[CH:19][CH:18]=[C:17]([Cl:21])[CH:16]=3)=[O:12])[CH:10]=1)=[N:6][N:5]([CH2:23][CH2:24][N:25]1[CH2:29][CH2:28][O:27][C:26]1=[O:30])[CH:4]=2, predict the reactants needed to synthesize it. The reactants are: [Cl:1][C:2]1[CH:10]=[C:9]([C:11]([NH:13][CH2:14][C:15]2[CH:20]=[CH:19][CH:18]=[C:17]([Cl:21])[CH:16]=2)=[O:12])[CH:8]=[C:7]2[C:3]=1[CH:4]=[N:5][NH:6]2.Cl[CH2:23][CH2:24][N:25]1[CH2:29][CH2:28][O:27][C:26]1=[O:30].ClC1C=CC=C2C=1C=NN2.